Dataset: Forward reaction prediction with 1.9M reactions from USPTO patents (1976-2016). Task: Predict the product of the given reaction. Given the reactants [C:1]([O:5][C:6]([N:8]1[CH2:13][CH2:12][CH:11]([CH2:14][O:15][CH2:16][CH:17]([NH2:25])[C:18]2[CH:23]=[CH:22][C:21]([F:24])=[CH:20][CH:19]=2)[CH2:10][CH2:9]1)=[O:7])([CH3:4])([CH3:3])[CH3:2].[Cl:26][C:27]1[C:35]2[C:30](=[CH:31][C:32]([C:36](O)=[O:37])=[CH:33][CH:34]=2)[NH:29][CH:28]=1, predict the reaction product. The product is: [C:1]([O:5][C:6]([N:8]1[CH2:9][CH2:10][CH:11]([CH2:14][O:15][CH2:16][CH:17]([NH:25][C:36]([C:32]2[CH:31]=[C:30]3[C:35]([C:27]([Cl:26])=[CH:28][NH:29]3)=[CH:34][CH:33]=2)=[O:37])[C:18]2[CH:23]=[CH:22][C:21]([F:24])=[CH:20][CH:19]=2)[CH2:12][CH2:13]1)=[O:7])([CH3:4])([CH3:2])[CH3:3].